From a dataset of Buchwald-Hartwig C-N cross coupling reaction yields with 55,370 reactions. Predict the reaction yield, written as a fraction of the theoretical maximum amount of product (1.0 means a 100% yield; for example, 0.34 means a 34% yield). (1) The yield is 0.515. No catalyst specified. The reactants are Brc1ccccn1.Cc1ccc(N)cc1.O=S(=O)(O[Pd]1c2ccccc2-c2ccccc2N~1)C(F)(F)F.CC(C)c1cc(C(C)C)c(-c2ccccc2P(C2CCCCC2)C2CCCCC2)c(C(C)C)c1.CN1CCCN2CCCN=C12.CCOC(=O)c1ccon1. The product is Cc1ccc(Nc2ccccn2)cc1. (2) The reactants are FC(F)(F)c1ccc(Br)cc1.Cc1ccc(N)cc1.O=S(=O)(O[Pd]1c2ccccc2-c2ccccc2N~1)C(F)(F)F.COc1ccc(OC)c(P([C@]23C[C@H]4C[C@H](C[C@H](C4)C2)C3)[C@]23C[C@H]4C[C@H](C[C@H](C4)C2)C3)c1-c1c(C(C)C)cc(C(C)C)cc1C(C)C.CCN=P(N=P(N(C)C)(N(C)C)N(C)C)(N(C)C)N(C)C.Cc1ccon1. No catalyst specified. The product is Cc1ccc(Nc2ccc(C(F)(F)F)cc2)cc1. The yield is 0.126. (3) The reactants are COc1ccc(I)cc1.Cc1ccc(N)cc1.O=S(=O)(O[Pd]1c2ccccc2-c2ccccc2N~1)C(F)(F)F.CC(C)c1cc(C(C)C)c(-c2ccccc2P(C(C)(C)C)C(C)(C)C)c(C(C)C)c1.CN(C)C(=NC(C)(C)C)N(C)C.c1ccc(-c2ccno2)cc1. No catalyst specified. The product is COc1ccc(Nc2ccc(C)cc2)cc1. The yield is 0.415. (4) The reactants are Clc1ccccn1.Cc1ccc(N)cc1.O=S(=O)(O[Pd]1c2ccccc2-c2ccccc2N~1)C(F)(F)F.CC(C)c1cc(C(C)C)c(-c2ccccc2P(C(C)(C)C)C(C)(C)C)c(C(C)C)c1.CN(C)C(=NC(C)(C)C)N(C)C.Cc1cc(C)on1. No catalyst specified. The product is Cc1ccc(Nc2ccccn2)cc1. The yield is 0.578. (5) The reactants are Clc1cccnc1.Cc1ccc(N)cc1.O=S(=O)(O[Pd]1c2ccccc2-c2ccccc2N~1)C(F)(F)F.COc1ccc(OC)c(P(C(C)(C)C)C(C)(C)C)c1-c1c(C(C)C)cc(C(C)C)cc1C(C)C.CN1CCCN2CCCN=C12.Cc1cc(C)on1. No catalyst specified. The product is Cc1ccc(Nc2cccnc2)cc1. The yield is 0.210. (6) The reactants are CCc1ccc(Cl)cc1.Cc1ccc(N)cc1.O=S(=O)(O[Pd]1c2ccccc2-c2ccccc2N~1)C(F)(F)F.COc1ccc(OC)c(P(C(C)(C)C)C(C)(C)C)c1-c1c(C(C)C)cc(C(C)C)cc1C(C)C.CN(C)C(=NC(C)(C)C)N(C)C.c1ccc2oncc2c1. No catalyst specified. The product is CCc1ccc(Nc2ccc(C)cc2)cc1. The yield is 0.0958. (7) The reactants are CCc1ccc(I)cc1.Cc1ccc(N)cc1.O=S(=O)(O[Pd]1c2ccccc2-c2ccccc2N~1)C(F)(F)F.COc1ccc(OC)c(P(C(C)(C)C)C(C)(C)C)c1-c1c(C(C)C)cc(C(C)C)cc1C(C)C.CCN=P(N=P(N(C)C)(N(C)C)N(C)C)(N(C)C)N(C)C.CCOC(=O)c1cc(OC)no1. No catalyst specified. The product is CCc1ccc(Nc2ccc(C)cc2)cc1. The yield is 0.684. (8) The reactants are COc1ccc(Br)cc1.Cc1ccc(N)cc1.O=S(=O)(O[Pd]1c2ccccc2-c2ccccc2N~1)C(F)(F)F.COc1ccc(OC)c(P(C(C)(C)C)C(C)(C)C)c1-c1c(C(C)C)cc(C(C)C)cc1C(C)C.CN1CCCN2CCCN=C12.Cc1cc(C)on1. No catalyst specified. The product is COc1ccc(Nc2ccc(C)cc2)cc1. The yield is 0.521.